This data is from Full USPTO retrosynthesis dataset with 1.9M reactions from patents (1976-2016). The task is: Predict the reactants needed to synthesize the given product. (1) Given the product [CH3:1][C:2]1([CH3:26])[C:6]([CH3:7])([CH3:8])[O:5][B:4]([C:9]2[S:13][C:12]3[CH:14]=[CH:15][C:16]([NH2:18])=[CH:17][C:11]=3[CH:10]=2)[O:3]1, predict the reactants needed to synthesize it. The reactants are: [CH3:1][C:2]1([CH3:26])[C:6]([CH3:8])([CH3:7])[O:5][B:4]([C:9]2[S:13][C:12]3[CH:14]=[CH:15][C:16]([NH:18]C(=O)OC(C)(C)C)=[CH:17][C:11]=3[CH:10]=2)[O:3]1.FC(F)(F)C(O)=O. (2) Given the product [NH2:22][CH2:21][CH2:20][CH2:19][C@H:15]([NH:14][C:12]([C:8]1[C:7](=[O:30])[N:6]([CH2:5][C:4]2[CH:31]=[CH:32][CH:33]=[C:2]([Br:1])[CH:3]=2)[CH:11]=[CH:10][CH:9]=1)=[O:13])[C:16]([OH:18])=[O:17].[C:34]([OH:40])([C:36]([F:39])([F:38])[F:37])=[O:35], predict the reactants needed to synthesize it. The reactants are: [Br:1][C:2]1[CH:3]=[C:4]([CH:31]=[CH:32][CH:33]=1)[CH2:5][N:6]1[CH:11]=[CH:10][CH:9]=[C:8]([C:12]([NH:14][C@@H:15]([CH2:19][CH2:20][CH2:21][NH:22]C(OC(C)(C)C)=O)[C:16]([OH:18])=[O:17])=[O:13])[C:7]1=[O:30].[C:34]([OH:40])([C:36]([F:39])([F:38])[F:37])=[O:35]. (3) Given the product [NH2:34][C:27]1[CH:28]=[CH:29][CH:30]=[C:31]2[C:26]=1[C:15](=[O:16])[C:14]1([NH:13][C:11]([C:9]3[NH:8][C:7]4[CH:38]=[CH:39][C:4]([F:3])=[CH:5][C:6]=4[N:10]=3)=[O:12])[C:18]3[CH:17]=[CH:22][C:21]([CH:23]([CH3:25])[CH3:24])=[CH:20][C:19]=3[O:2][C:32]12[OH:33], predict the reactants needed to synthesize it. The reactants are: Cl.[OH2:2].[F:3][C:4]1[CH:39]=[CH:38][C:7]2[NH:8][C:9]([C:11]([NH:13][C:14]34[C:32](=[O:33])[C:31]5[C:26](=[C:27]([N+:34]([O-])=O)[CH:28]=[CH:29][CH:30]=5)[C:15]3(O)[O:16][C:17]3[CH:22]=[C:21]([CH:23]([CH3:25])[CH3:24])[CH:20]=[CH:19][C:18]=34)=[O:12])=[N:10][C:6]=2[CH:5]=1.